From a dataset of Full USPTO retrosynthesis dataset with 1.9M reactions from patents (1976-2016). Predict the reactants needed to synthesize the given product. (1) Given the product [Cl:6][C:7]1[C:39]([CH3:40])=[CH:38][C:10]([O:11][CH2:12][CH2:13][CH2:14][C:15]2[C:23]3[C:18](=[C:19]([C:24]4[C:25]([CH3:31])=[N:26][N:27]([CH3:30])[C:28]=4[CH3:29])[CH:20]=[CH:21][CH:22]=3)[N:17]([CH2:32][CH2:33][C:34]([NH:5][S:2]([CH3:1])(=[O:4])=[O:3])=[O:35])[C:16]=2[CH3:37])=[CH:9][C:8]=1[CH3:41], predict the reactants needed to synthesize it. The reactants are: [CH3:1][S:2]([NH2:5])(=[O:4])=[O:3].[Cl:6][C:7]1[C:39]([CH3:40])=[CH:38][C:10]([O:11][CH2:12][CH2:13][CH2:14][C:15]2[C:23]3[C:18](=[C:19]([C:24]4[C:25]([CH3:31])=[N:26][N:27]([CH3:30])[C:28]=4[CH3:29])[CH:20]=[CH:21][CH:22]=3)[N:17]([CH2:32][CH2:33][C:34](O)=[O:35])[C:16]=2[CH3:37])=[CH:9][C:8]=1[CH3:41]. (2) Given the product [CH2:1]([O:3][C:4]1[CH:5]=[CH:6][C:7]([O:17][CH2:18][C:19]2[CH:24]=[CH:23][C:22]([O:25][CH2:26][C:27]3[N:28]=[C:29]([C:33]4[CH:34]=[CH:35][CH:36]=[CH:37][CH:38]=4)[O:30][C:31]=3[CH3:32])=[CH:21][CH:20]=2)=[C:8]([CH2:10][CH2:11][C:12]([OH:14])=[O:13])[CH:9]=1)[CH3:2], predict the reactants needed to synthesize it. The reactants are: [CH2:1]([O:3][C:4]1[CH:5]=[CH:6][C:7]([O:17][CH2:18][C:19]2[CH:24]=[CH:23][C:22]([O:25][CH2:26][C:27]3[N:28]=[C:29]([C:33]4[CH:38]=[CH:37][CH:36]=[CH:35][CH:34]=4)[O:30][C:31]=3[CH3:32])=[CH:21][CH:20]=2)=[C:8]([CH2:10][CH2:11][C:12]([O:14]CC)=[O:13])[CH:9]=1)[CH3:2].O1CCCC1.[OH-].[Na+].Cl. (3) Given the product [CH2:5]([N:11]1[CH2:12][CH:13]2[CH:15]([C:14]2([C:18]2[CH:23]=[CH:22][CH:21]=[C:20]([I:25])[CH:19]=2)[CH3:17])[C:27]1=[O:30])[CH2:6][CH2:7][CH2:8][CH2:9][CH3:10], predict the reactants needed to synthesize it. The reactants are: N([O-])=O.[Na+].[CH2:5]([N:11]1C[CH:15]2[CH:13]([C:14]2([C:18]2[CH:19]=[C:20](N)[CH:21]=[CH:22][CH:23]=2)[CH3:17])[CH2:12]1)[CH2:6][CH2:7][CH2:8][CH2:9][CH3:10].[I-:25].[K+].[C:27](=[O:30])([O-])O.[Na+]. (4) Given the product [I:15][C:14]1[C:10]([C:6]2[CH:7]=[CH:8][CH:9]=[C:4]([N+:1]([O-:3])=[O:2])[CH:5]=2)=[N:11][NH:12][CH:13]=1, predict the reactants needed to synthesize it. The reactants are: [N+:1]([C:4]1[CH:5]=[C:6]([C:10]2[CH:14]=[CH:13][NH:12][N:11]=2)[CH:7]=[CH:8][CH:9]=1)([O-:3])=[O:2].[I:15]N1C(=O)CCC1=O.C(OC(C)C)(C)C.